This data is from Forward reaction prediction with 1.9M reactions from USPTO patents (1976-2016). The task is: Predict the product of the given reaction. (1) The product is: [Cl:21][C:4]1[C:5]([N:8]([CH2:10][C:11]2[CH:12]=[C:13]([CH:18]=[CH:19][CH:20]=2)[C:14]([O:16][CH3:17])=[O:15])[CH3:9])=[N:6][CH:7]=[C:2]([I:30])[CH:3]=1. Given the reactants N[C:2]1[CH:3]=[C:4]([Cl:21])[C:5]([N:8]([CH2:10][C:11]2[CH:12]=[C:13]([CH:18]=[CH:19][CH:20]=2)[C:14]([O:16][CH3:17])=[O:15])[CH3:9])=[N:6][CH:7]=1.C(ON=O)CC(C)C.[IH:30], predict the reaction product. (2) Given the reactants Br[C:2]1[CH:7]=[CH:6][C:5]([C:8]([C:10]([C:12]2[CH:17]=[CH:16][C:15](Br)=[CH:14][CH:13]=2)=[O:11])=[O:9])=[CH:4][CH:3]=1.[Cu](C#N)[C:20]#[N:21].[CH3:24][N:25](C=O)C, predict the reaction product. The product is: [C:20]([C:2]1[CH:7]=[CH:6][C:5]([C:8]([C:10]([C:12]2[CH:17]=[CH:16][C:15]([C:24]#[N:25])=[CH:14][CH:13]=2)=[O:11])=[O:9])=[CH:4][CH:3]=1)#[N:21]. (3) Given the reactants [Cl:1][C:2]1[C:9]([O:10][CH3:11])=[CH:8][C:5]([CH:6]=O)=[C:4](F)[CH:3]=1.C([O-])([O-])=O.[K+].[K+].[C:19]([O:23][CH3:24])(=[O:22])[CH2:20][SH:21], predict the reaction product. The product is: [CH3:24][O:23][C:19]([C:20]1[S:21][C:4]2[CH:3]=[C:2]([Cl:1])[C:9]([O:10][CH3:11])=[CH:8][C:5]=2[CH:6]=1)=[O:22]. (4) Given the reactants C[O:2][C:3](=[O:19])[CH:4]([C:9]1[CH:14]=[CH:13][CH:12]=[C:11]([F:15])[C:10]=1[N+:16]([O-:18])=[O:17])C(OC)=O, predict the reaction product. The product is: [F:15][C:11]1[C:10]([N+:16]([O-:18])=[O:17])=[C:9]([CH2:4][C:3]([OH:19])=[O:2])[CH:14]=[CH:13][CH:12]=1. (5) The product is: [NH:1]1[C:5]2[CH:6]=[CH:7][CH:8]=[CH:9][C:4]=2[N:3]=[C:2]1[CH:10]([NH:20][C:32]([NH:31][CH2:30][CH2:29][C:24]1[CH:25]=[CH:26][CH:27]=[CH:28][C:23]=1[O:22][CH3:21])=[O:33])[CH2:11][C:12]1[CH:17]=[CH:16][C:15]([O:18][CH3:19])=[CH:14][CH:13]=1. Given the reactants [NH:1]1[C:5]2[CH:6]=[CH:7][CH:8]=[CH:9][C:4]=2[N:3]=[C:2]1[CH:10]([NH2:20])[CH2:11][C:12]1[CH:17]=[CH:16][C:15]([O:18][CH3:19])=[CH:14][CH:13]=1.[CH3:21][O:22][C:23]1[CH:28]=[CH:27][CH:26]=[CH:25][C:24]=1[CH2:29][CH2:30][NH2:31].[C:32](O)(C(F)(F)F)=[O:33], predict the reaction product.